This data is from Reaction yield outcomes from USPTO patents with 853,638 reactions. The task is: Predict the reaction yield, written as a fraction of the theoretical maximum amount of product (1.0 means a 100% yield; for example, 0.34 means a 34% yield). (1) The reactants are [F:1][C:2]1[CH:3]=[C:4]2[C:8](=[CH:9][CH:10]=1)[NH:7][CH:6]=[C:5]2[CH2:11][CH2:12][CH2:13][CH2:14][NH:15][CH:16]1[CH2:25][C:24]2[C:19](=[CH:20][CH:21]=[CH:22][C:23]=2[O:26][CH3:27])[O:18][CH2:17]1.[CH:28](=O)[CH2:29][CH3:30].C(O)(=O)C.C([BH3-])#N.[Na+]. The catalyst is CO.CCCCCC.CCOC(C)=O. The product is [F:1][C:2]1[CH:3]=[C:4]2[C:8](=[CH:9][CH:10]=1)[NH:7][CH:6]=[C:5]2[CH2:11][CH2:12][CH2:13][CH2:14][N:15]([CH2:28][CH2:29][CH3:30])[CH:16]1[CH2:25][C:24]2[C:19](=[CH:20][CH:21]=[CH:22][C:23]=2[O:26][CH3:27])[O:18][CH2:17]1. The yield is 0.700. (2) The reactants are IC1C([N+]([O-])=O)=CC(Cl)=CN=1.C1([Mg]Cl)C=CC=CC=1.[F:20][C:21]1[CH:22]=[C:23]([CH:26]=[CH:27][CH:28]=1)[CH:24]=[O:25]. No catalyst specified. The product is [F:20][C:21]1[CH:22]=[C:23]([CH2:24][OH:25])[CH:26]=[CH:27][CH:28]=1. The yield is 0.400. (3) The reactants are O.C1(C)C=CC(S(O)(=O)=O)=CC=1.[CH3:13][CH:14]([OH:18])[CH:15]([OH:17])[CH3:16].[Cl:19][C:20]1[N:25]=[CH:24][C:23]([NH:26]C(=O)OC(C)(C)C)=[C:22]([C:34](=O)[CH2:35][CH3:36])[CH:21]=1. The catalyst is C1(C)C=CC=CC=1.C(OCC)(=O)C. The product is [Cl:19][C:20]1[N:25]=[CH:24][C:23]([NH2:26])=[C:22]([C:34]2([CH2:35][CH3:36])[O:18][CH:14]([CH3:13])[CH:15]([CH3:16])[O:17]2)[CH:21]=1. The yield is 0.590. (4) The reactants are [NH2:1][C@@H:2]([CH2:8][C:9]1[CH:14]=[CH:13][C:12]([C:15]2[CH:20]=[CH:19][CH:18]=[C:17]([NH:21][CH3:22])[CH:16]=2)=[CH:11][CH:10]=1)[C:3]([O:5][CH2:6][CH3:7])=[O:4].[C:23]([CH:31]1[CH2:36][CH2:35][CH2:34][CH2:33][C:32]1=O)(=[O:30])[C:24]1[CH:29]=[CH:28][CH:27]=[CH:26][CH:25]=1. The catalyst is C1(OC)C=CC=CC=1.[Pd]. The product is [C:23]([C:31]1[CH:36]=[CH:35][CH:34]=[CH:33][C:32]=1[NH:1][C@@H:2]([CH2:8][C:9]1[CH:14]=[CH:13][C:12]([C:15]2[CH:20]=[CH:19][CH:18]=[C:17]([NH:21][CH3:22])[CH:16]=2)=[CH:11][CH:10]=1)[C:3]([O:5][CH2:6][CH3:7])=[O:4])(=[O:30])[C:24]1[CH:29]=[CH:28][CH:27]=[CH:26][CH:25]=1. The yield is 0.490. (5) The reactants are C(=O)(O)[O-].[Na+].O.[CH3:19][C:18]([O:17][C:15](O[C:15]([O:17][C:18]([CH3:21])([CH3:20])[CH3:19])=[O:16])=[O:16])([CH3:21])[CH3:20].[NH2:22][C@@H:23]([CH2:27][CH2:28][C@H:29]([S:45][S:46][CH3:47])[CH2:30][NH:31][C:32]([O:34][CH2:35][C:36]1[CH:41]=[CH:40][C:39]([N:42]=[N+:43]=[N-:44])=[CH:38][CH:37]=1)=[O:33])[C:24]([OH:26])=[O:25]. The catalyst is O1CCOCC1.C(#N)C. The product is [N:42]([C:39]1[CH:38]=[CH:37][C:36]([CH2:35][O:34][C:32]([NH:31][CH2:30][C@@H:29]([S:45][S:46][CH3:47])[CH2:28][CH2:27][C@H:23]([NH:22][C:15]([O:17][C:18]([CH3:19])([CH3:20])[CH3:21])=[O:16])[C:24]([OH:26])=[O:25])=[O:33])=[CH:41][CH:40]=1)=[N+:43]=[N-:44]. The yield is 0.820. (6) The reactants are Br[CH2:2][C:3]1[CH:10]=[CH:9][C:6]([C:7]#[N:8])=[CH:5][CH:4]=1.Cl.[CH:12]1([C@@H:16]([NH2:18])[CH3:17])[CH2:15][CH2:14][CH2:13]1.CCN(C(C)C)C(C)C. The catalyst is C(Cl)Cl.CO. The product is [CH:12]1([C@@H:16]([NH:18][CH2:2][C:3]2[CH:10]=[CH:9][C:6]([C:7]#[N:8])=[CH:5][CH:4]=2)[CH3:17])[CH2:15][CH2:14][CH2:13]1. The yield is 0.930. (7) The reactants are [C:1](Cl)(=[O:3])[CH3:2].[CH3:5][O:6][C:7]1[CH:16]=[C:15]2[C:10]([CH:11]=[CH:12][CH:13]=[C:14]2[CH2:17][CH2:18][NH2:19])=[CH:9][CH:8]=1.N1C=CC=CC=1. The catalyst is C(Cl)(Cl)Cl. The product is [CH3:5][O:6][C:7]1[CH:16]=[C:15]2[C:10]([CH:11]=[CH:12][CH:13]=[C:14]2[CH2:17][CH2:18][NH:19][C:1](=[O:3])[CH3:2])=[CH:9][CH:8]=1. The yield is 0.190.